Dataset: Catalyst prediction with 721,799 reactions and 888 catalyst types from USPTO. Task: Predict which catalyst facilitates the given reaction. (1) Reactant: [Br:1][C:2]1[CH:3]=[N:4][CH:5]=[C:6]([CH:10]=1)[C:7]([OH:9])=O.C(N(CC)C(C)C)(C)C.[CH2:20]([O:22][C:23](=[O:34])[CH2:24][S:25]([C:28]1[CH:33]=[CH:32][CH:31]=[CH:30][CH:29]=1)(=[NH:27])=[O:26])[CH3:21].F[P-](F)(F)(F)(F)F.N1(O[P+](N(C)C)(N(C)C)N(C)C)C2C=CC=CC=2N=N1. Product: [Br:1][C:2]1[CH:10]=[C:6]([C:7]([N:27]=[S@:25]([CH2:24][C:23]([O:22][CH2:20][CH3:21])=[O:34])([C:28]2[CH:33]=[CH:32][CH:31]=[CH:30][CH:29]=2)=[O:26])=[O:9])[CH:5]=[N:4][CH:3]=1. The catalyst class is: 3. (2) Reactant: [Br:1][C:2]1[CH:7]=[C:6](I)[CH:5]=[C:4]([Br:9])[CH:3]=1.[C:10]1(B(O)O)[CH:15]=[CH:14][CH:13]=[CH:12][CH:11]=1.C(=O)([O-])[O-].[K+].[K+].C1(C)C=CC=CC=1. Product: [Br:1][C:2]1[CH:7]=[C:6]([C:10]2[CH:15]=[CH:14][CH:13]=[CH:12][CH:11]=2)[CH:5]=[C:4]([Br:9])[CH:3]=1. The catalyst class is: 5. (3) Reactant: [CH2:1]([O:3][C:4]([C:6]1[N:11]2[N:12]=[C:13]([NH2:15])[N:14]=[C:10]2[CH:9]=[C:8]([Br:16])[CH:7]=1)=[O:5])[CH3:2].[CH2:17]([N:19]=[C:20]=[O:21])[CH3:18]. Product: [CH2:1]([O:3][C:4]([C:6]1[N:11]2[N:12]=[C:13]([NH:15][C:20]([NH:19][CH2:17][CH3:18])=[O:21])[N:14]=[C:10]2[CH:9]=[C:8]([Br:16])[CH:7]=1)=[O:5])[CH3:2]. The catalyst class is: 182. (4) Reactant: [F:1][C:2]1[CH:7]=[CH:6][C:5]([CH:8]([OH:42])[CH2:9][N:10]2[C:15](=[O:16])[C:14]([CH2:17][C:18]3[CH:23]=[CH:22][C:21]([C:24]4[CH:29]=[CH:28][CH:27]=[CH:26][C:25]=4[C:30]4[NH:34][C:33](=[O:35])[O:32][N:31]=4)=[CH:20][CH:19]=3)=[C:13]([CH2:36][CH2:37][CH3:38])[N:12]3[N:39]=[CH:40][N:41]=[C:11]23)=[CH:4][CH:3]=1.CC(OI1(OC(C)=O)(OC(C)=O)OC(=O)C2C=CC=CC1=2)=O.C(=O)([O-])O.[Na+].S([O-])([O-])(=O)=S.[Na+].[Na+]. Product: [F:1][C:2]1[CH:3]=[CH:4][C:5]([C:8](=[O:42])[CH2:9][N:10]2[C:15](=[O:16])[C:14]([CH2:17][C:18]3[CH:19]=[CH:20][C:21]([C:24]4[CH:29]=[CH:28][CH:27]=[CH:26][C:25]=4[C:30]4[NH:34][C:33](=[O:35])[O:32][N:31]=4)=[CH:22][CH:23]=3)=[C:13]([CH2:36][CH2:37][CH3:38])[N:12]3[N:39]=[CH:40][N:41]=[C:11]23)=[CH:6][CH:7]=1. The catalyst class is: 10.